This data is from Reaction yield outcomes from USPTO patents with 853,638 reactions. The task is: Predict the reaction yield, written as a fraction of the theoretical maximum amount of product (1.0 means a 100% yield; for example, 0.34 means a 34% yield). (1) The reactants are [F:1][CH:2]([F:31])[C:3]1[N:7]([C:8]2[N:13]=[C:12]([N:14]3[CH2:19][CH2:18][O:17][CH2:16][CH2:15]3)[N:11]=[C:10]([N:20]3[CH2:23][CH:22]([NH2:24])[CH2:21]3)[N:9]=2)[C:6]2[CH:25]=[CH:26][CH:27]=[C:28]([O:29][CH3:30])[C:5]=2[N:4]=1.CCN(CC)CC.[F:39][C:40]([F:53])([F:52])[S:41](O[S:41]([C:40]([F:53])([F:52])[F:39])(=[O:43])=[O:42])(=[O:43])=[O:42]. The catalyst is C(Cl)Cl. The product is [F:31][CH:2]([F:1])[C:3]1[N:7]([C:8]2[N:13]=[C:12]([N:14]3[CH2:15][CH2:16][O:17][CH2:18][CH2:19]3)[N:11]=[C:10]([N:20]3[CH2:21][CH:22]([NH:24][S:41]([C:40]([F:53])([F:52])[F:39])(=[O:43])=[O:42])[CH2:23]3)[N:9]=2)[C:6]2[CH:25]=[CH:26][CH:27]=[C:28]([O:29][CH3:30])[C:5]=2[N:4]=1. The yield is 0.730. (2) The reactants are I[C:2]1[CH:12]=[CH:11][C:5]([O:6][CH2:7][CH2:8][CH2:9][OH:10])=[CH:4][CH:3]=1.[B:13]1([B:13]2[O:17][C:16]([CH3:19])([CH3:18])[C:15]([CH3:21])([CH3:20])[O:14]2)[O:17][C:16]([CH3:19])([CH3:18])[C:15]([CH3:21])([CH3:20])[O:14]1.C([O-])(=O)C.[K+]. The catalyst is CCCCCCC.C(OCC)(=O)C. The product is [CH3:20][C:15]1([CH3:21])[C:16]([CH3:19])([CH3:18])[O:17][B:13]([C:2]2[CH:12]=[CH:11][C:5]([O:6][CH2:7][CH2:8][CH2:9][OH:10])=[CH:4][CH:3]=2)[O:14]1. The yield is 0.672. (3) The product is [CH3:1][O:2][C:3]1[C:4](=[O:23])[C:5]([C:19]([OH:21])=[O:20])=[N:6][N:7]([C:9]2[CH:10]=[CH:11][CH:12]=[C:13]3[C:18]=2[N:17]=[CH:16][CH:15]=[CH:14]3)[CH:8]=1. The yield is 0.750. The catalyst is CO. The reactants are [CH3:1][O:2][C:3]1[C:4](=[O:23])[C:5]([C:19]([O:21]C)=[O:20])=[N:6][N:7]([C:9]2[CH:10]=[CH:11][CH:12]=[C:13]3[C:18]=2[N:17]=[CH:16][CH:15]=[CH:14]3)[CH:8]=1.[OH-].[Na+].C1COCC1.Cl. (4) The reactants are [Cl:1][C:2]1[CH:7]=[CH:6][N:5]=[C:4]2[NH:8][CH:9]=[CH:10][C:3]=12.[Br-:11].[Br-:12].[Br-].[NH+]1C=CC=CC=1.[NH+]1C=CC=CC=1.[NH+]1C=CC=CC=1.C([OH:36])(C)(C)C. No catalyst specified. The product is [Br:11][C:10]1([Br:12])[C:3]2[C:4](=[N:5][CH:6]=[CH:7][C:2]=2[Cl:1])[NH:8][C:9]1=[O:36]. The yield is 1.00.